From a dataset of Forward reaction prediction with 1.9M reactions from USPTO patents (1976-2016). Predict the product of the given reaction. (1) The product is: [N:14]([CH2:2][C:3]1[NH:4][C:5](=[O:13])[C:6]2[CH2:12][O:11][CH2:10][CH2:9][C:7]=2[N:8]=1)=[N+:15]=[N-:16]. Given the reactants Cl[CH2:2][C:3]1[NH:4][C:5](=[O:13])[C:6]2[CH2:12][O:11][CH2:10][CH2:9][C:7]=2[N:8]=1.[N-:14]=[N+:15]=[N-:16].[Na+], predict the reaction product. (2) Given the reactants [CH3:1][CH:2]([CH3:14])[CH2:3][CH2:4][O:5][C:6]1[N:11]=[CH:10][C:9]([CH2:12][OH:13])=[CH:8][CH:7]=1.[H-].[Na+].C(OC([N:24]1[CH2:29][C@@H:28]([CH3:30])[N:27]([C:31](Cl)=[O:32])[C@@H:26]([CH3:34])[CH2:25]1)=O)(C)(C)C, predict the reaction product. The product is: [CH3:1][CH:2]([CH3:14])[CH2:3][CH2:4][O:5][C:6]1[N:11]=[CH:10][C:9]([CH2:12][O:13][C:31]([N:27]2[C@H:28]([CH3:30])[CH2:29][NH:24][CH2:25][C@@H:26]2[CH3:34])=[O:32])=[CH:8][CH:7]=1. (3) The product is: [OH:8][C:9]1[C:30]([O:31][CH3:32])=[CH:29][C:12]2[N:13]=[N:14][C:15]3[C:20]([C:11]=2[CH:10]=1)=[CH:19][CH:18]=[C:17]1[CH:21]=[C:22]([O:27][CH3:28])[C:23]([O:25][CH3:26])=[CH:24][C:16]=31. Given the reactants C([O:8][C:9]1[C:30]([O:31][CH3:32])=[CH:29][C:12]2[N:13]=[N:14][C:15]3[C:20]([C:11]=2[CH:10]=1)=[CH:19][CH:18]=[C:17]1[CH:21]=[C:22]([O:27][CH3:28])[C:23]([O:25][CH3:26])=[CH:24][C:16]=31)C1C=CC=CC=1, predict the reaction product.